From a dataset of Forward reaction prediction with 1.9M reactions from USPTO patents (1976-2016). Predict the product of the given reaction. (1) The product is: [Br:34][CH2:33][C:9]1[S:8][C:7]([CH3:6])=[N:11][C:10]=1[C:12]1[CH:13]=[CH:14][C:15]([O:16][CH2:17][CH2:18][CH2:19][CH2:20][CH2:21][O:22][C:23]2[CH:24]=[CH:25][C:26]([C:27]#[N:28])=[CH:29][CH:30]=2)=[CH:31][CH:32]=1. Given the reactants C(Cl)(Cl)(Cl)Cl.[CH3:6][C:7]1[S:8][C:9]([CH3:33])=[C:10]([C:12]2[CH:32]=[CH:31][C:15]([O:16][CH2:17][CH2:18][CH2:19][CH2:20][CH2:21][O:22][C:23]3[CH:30]=[CH:29][C:26]([C:27]#[N:28])=[CH:25][CH:24]=3)=[CH:14][CH:13]=2)[N:11]=1.[Br:34]N1C(=O)CCC1=O.N(C(C)(C)C#N)=NC(C)(C)C#N, predict the reaction product. (2) Given the reactants [CH3:1][N:2]1[CH2:7][CH2:6]N[CH2:4][CH2:3]1.Cl.[CH3:9][C:10]1[S:24][C:13]2[NH:14][C:15]3[CH:23]=[CH:22][CH:21]=[CH:20][C:16]=3[N:17]=[C:18]([NH2:19])[C:12]=2[CH:11]=1.C1(C)C=CC=CC=1, predict the reaction product. The product is: [CH3:9][C:10]1[S:24][C:13]2[NH:14][C:15]3[CH:23]=[CH:22][CH:21]=[CH:20][C:16]=3[N:17]=[C:18]([N:19]3[CH2:6][CH2:7][N:2]([CH3:1])[CH2:3][CH2:4]3)[C:12]=2[CH:11]=1. (3) The product is: [CH2:18]([C:16]1[N:17]=[C:13]([CH:5]2[CH2:6][C:7]3[C:12](=[CH:11][CH:10]=[CH:9][CH:8]=3)[NH:4]2)[NH:14][CH:15]=1)[CH3:19]. Given the reactants C([N:4]1[C:12]2[C:7](=[CH:8][CH:9]=[CH:10][CH:11]=2)[CH2:6][CH:5]1[C:13]1[NH:14][CH:15]=[C:16]([CH2:18][CH3:19])[N:17]=1)(=O)C.Cl, predict the reaction product. (4) Given the reactants [CH2:1]([O:8][C:9]1[CH:14]=[CH:13][N:12]([CH2:15][CH2:16][C:17]([CH3:25])([S:21]([CH3:24])(=[O:23])=[O:22])[C:18](O)=[O:19])[C:11](=[O:26])[CH:10]=1)[C:2]1[CH:7]=[CH:6][CH:5]=[CH:4][CH:3]=1.O.ON1C2C=CC=CC=2N=N1.C(N(CC)CC)C.[O:45]1[CH2:50][CH2:49][CH2:48][CH2:47][CH:46]1[O:51][NH2:52], predict the reaction product. The product is: [CH2:1]([O:8][C:9]1[CH:14]=[CH:13][N:12]([CH2:15][CH2:16][C:17]([CH3:25])([S:21]([CH3:24])(=[O:22])=[O:23])[C:18]([NH:52][O:51][CH:46]2[CH2:47][CH2:48][CH2:49][CH2:50][O:45]2)=[O:19])[C:11](=[O:26])[CH:10]=1)[C:2]1[CH:7]=[CH:6][CH:5]=[CH:4][CH:3]=1. (5) Given the reactants C(Cl)(=O)C(Cl)=O.CS(C)=O.[C:11]([O:15][C:16]([N:18]1[CH2:23][CH2:22][C:21]([O:26][CH3:27])([CH2:24][OH:25])[CH2:20][CH2:19]1)=[O:17])([CH3:14])([CH3:13])[CH3:12].C(N(CC)CC)C, predict the reaction product. The product is: [C:11]([O:15][C:16]([N:18]1[CH2:19][CH2:20][C:21]([O:26][CH3:27])([CH:24]=[O:25])[CH2:22][CH2:23]1)=[O:17])([CH3:14])([CH3:13])[CH3:12]. (6) The product is: [C:38]([O:42][C:43](=[O:52])[NH:44][C:45]1[CH:46]=[CH:47][C:48]([C:7]2[N:8]([CH:11]3[CH2:14][CH2:13][CH2:12]3)[C:9]3[C:5]([C:6]=2[C:15]#[N:16])=[CH:4][CH:3]=[C:2]([Br:1])[CH:10]=3)=[CH:49][CH:50]=1)([CH3:41])([CH3:39])[CH3:40]. Given the reactants [Br:1][C:2]1[CH:10]=[C:9]2[C:5]([C:6]([C:15]#[N:16])=[CH:7][N:8]2[CH:11]2[CH2:14][CH2:13][CH2:12]2)=[CH:4][CH:3]=1.C(OB(OC(C)C)OC(C)C)(C)C.[Li+].CC([N-]C(C)C)C.[C:38]([O:42][C:43](=[O:52])[NH:44][C:45]1[CH:50]=[CH:49][C:48](I)=[CH:47][CH:46]=1)([CH3:41])([CH3:40])[CH3:39].C([O-])([O-])=O.[K+].[K+], predict the reaction product. (7) Given the reactants [NH2:1][C:2]1[N:6]=[CH:5][NH:4][N:3]=1.[Cl:7][C:8]1[CH:19]=[C:18]([Cl:20])[CH:17]=[CH:16][C:9]=1[CH:10]=[C:11]([C:14]#[N:15])[C:12]#[N:13], predict the reaction product. The product is: [NH2:15][C:14]1[N:3]2[N:4]=[CH:5][N:6]=[C:2]2[N:1]=[C:10]([C:9]2[CH:16]=[CH:17][C:18]([Cl:20])=[CH:19][C:8]=2[Cl:7])[C:11]=1[C:12]#[N:13]. (8) Given the reactants [F:1][C:2]([F:7])([F:6])[C:3]([OH:5])=[O:4].[F:8][C:9]([F:14])([F:13])[C:10]([OH:12])=[O:11].FC(F)(F)C(O)=O.[Cl:22][C:23]1[CH:24]=[N:25][C:26]2[NH:27][C:28]3[CH:29]=[N:30][CH:31]=[C:32]([CH:54]=3)[CH2:33][CH2:34][C:35]3[CH:43]=[C:39]([NH:40][C:41]=1[N:42]=2)[CH:38]=[CH:37][C:36]=3[NH:44][C:45](=[O:53])[CH2:46][CH:47]1[CH2:52][CH2:51][NH:50][CH2:49][CH2:48]1.[F:55][C:56]([F:69])([F:68])[O:57][C:58]1[CH:63]=[CH:62][CH:61]=[CH:60][C:59]=1[S:64](Cl)(=[O:66])=[O:65], predict the reaction product. The product is: [F:1][C:2]([F:7])([F:6])[C:3]([OH:5])=[O:4].[F:8][C:9]([F:14])([F:13])[C:10]([OH:12])=[O:11].[Cl:22][C:23]1[CH:24]=[N:25][C:26]2[NH:27][C:28]3[CH:29]=[N:30][CH:31]=[C:32]([CH:54]=3)[CH2:33][CH2:34][C:35]3[CH:43]=[C:39]([NH:40][C:41]=1[N:42]=2)[CH:38]=[CH:37][C:36]=3[NH:44][C:45](=[O:53])[CH2:46][CH:47]1[CH2:52][CH2:51][N:50]([S:64]([C:59]2[CH:60]=[CH:61][CH:62]=[CH:63][C:58]=2[O:57][C:56]([F:55])([F:68])[F:69])(=[O:66])=[O:65])[CH2:49][CH2:48]1.